Dataset: Catalyst prediction with 721,799 reactions and 888 catalyst types from USPTO. Task: Predict which catalyst facilitates the given reaction. (1) Reactant: [OH:1][C:2]1[C:10]2[N:9]=[C:8]([CH3:11])[N:7]([CH2:12][C:13]([O:15][CH2:16][CH3:17])=[O:14])[C:6]=2[CH:5]=[CH:4][CH:3]=1.[F:18][C:19]1[CH:24]=[CH:23][C:22]([CH:25]([C:36]2[CH:41]=[CH:40][C:39]([F:42])=[CH:38][CH:37]=2)[C:26]2[CH:27]=[CH:28][C:29](=[O:35])[N:30]([CH2:32][CH2:33]O)[CH:31]=2)=[CH:21][CH:20]=1.N(C(N(C)C)=O)=NC(N(C)C)=O.C(P(CCCC)CCCC)CCC. Product: [CH2:16]([O:15][C:13](=[O:14])[CH2:12][N:7]1[C:6]2[CH:5]=[CH:4][CH:3]=[C:2]([O:1][CH2:33][CH2:32][N:30]3[CH:31]=[C:26]([CH:25]([C:22]4[CH:21]=[CH:20][C:19]([F:18])=[CH:24][CH:23]=4)[C:36]4[CH:41]=[CH:40][C:39]([F:42])=[CH:38][CH:37]=4)[CH:27]=[CH:28][C:29]3=[O:35])[C:10]=2[N:9]=[C:8]1[CH3:11])[CH3:17]. The catalyst class is: 182. (2) Reactant: C[Si](C)(C)CCOC[N:7](COCC[Si](C)(C)C)[C:8]1[N:13]2[N:14]=[CH:15][C:16]([C:17]3[CH:18]=[N:19][C:20]4[C:25]([CH:26]=3)=[CH:24][CH:23]=[CH:22][CH:21]=4)=[C:12]2[N:11]=[C:10]([CH:27]2[CH2:32][CH2:31][CH:30]([CH2:33][C:34]([O:36]CC)=[O:35])[CH2:29][CH2:28]2)[C:9]=1[Br:39].C1COCC1.[Li+].[OH-]. Product: [NH2:7][C:8]1[N:13]2[N:14]=[CH:15][C:16]([C:17]3[CH:18]=[N:19][C:20]4[C:25]([CH:26]=3)=[CH:24][CH:23]=[CH:22][CH:21]=4)=[C:12]2[N:11]=[C:10]([CH:27]2[CH2:28][CH2:29][CH:30]([CH2:33][C:34]([OH:36])=[O:35])[CH2:31][CH2:32]2)[C:9]=1[Br:39]. The catalyst class is: 6. (3) Reactant: [H-].[Na+].[CH2:3]([O:10][C:11]1[CH:16]=[CH:15][C:14]([OH:17])=[CH:13][CH:12]=1)[C:4]1[CH:9]=[CH:8][CH:7]=[CH:6][CH:5]=1.Br[CH:19]([CH3:26])[CH2:20][C:21]([O:23][CH2:24][CH3:25])=[O:22]. Product: [CH2:24]([O:23][C:21](=[O:22])[CH2:20][CH2:19][CH2:26][O:17][C:14]1[CH:13]=[CH:12][C:11]([O:10][CH2:3][C:4]2[CH:5]=[CH:6][CH:7]=[CH:8][CH:9]=2)=[CH:16][CH:15]=1)[CH3:25]. The catalyst class is: 11. (4) Reactant: [CH3:1][O:2][C:3]1[CH:8]=[CH:7][CH:6]=[CH:5][N:4]=1.CC([O-])=O.[Na+].[Br:14]Br. Product: [Br:14][C:6]1[CH:5]=[N:4][C:3]([O:2][CH3:1])=[CH:8][CH:7]=1. The catalyst class is: 4. (5) Reactant: [N+:1]([C:4]1[CH:17]=[CH:16][C:7]([CH2:8][C:9]2[CH:14]=[CH:13][N+:12]([O-])=[CH:11][CH:10]=2)=[CH:6][CH:5]=1)([O-:3])=[O:2].C[Si]([C:22]#[N:23])(C)C.C(Cl)(=O)C1C=CC=CC=1.C(=O)([O-])[O-].[K+].[K+]. Product: [N+:1]([C:4]1[CH:17]=[CH:16][C:7]([CH2:8][C:9]2[CH:14]=[CH:13][N:12]=[C:11]([C:22]#[N:23])[CH:10]=2)=[CH:6][CH:5]=1)([O-:3])=[O:2]. The catalyst class is: 46. (6) Reactant: [CH2:1]([O:9][C:10]1[CH:18]=[CH:17][C:13]([C:14]([OH:16])=O)=[CH:12][C:11]=1[C:19]([F:22])([F:21])[F:20])[CH2:2][CH2:3][CH2:4][CH2:5][CH2:6][CH2:7][CH3:8].C(Cl)(=O)C(Cl)=O.[C:29]([C@:32]1([CH3:46])[CH2:36][O:35][C:34]([CH3:38])([CH3:37])[N:33]1[C:39]([O:41][C:42]([CH3:45])([CH3:44])[CH3:43])=[O:40])(=[O:31])[CH3:30].[Li+].C[Si]([N-][Si](C)(C)C)(C)C. Product: [CH3:37][C:34]1([CH3:38])[N:33]([C:39]([O:41][C:42]([CH3:44])([CH3:43])[CH3:45])=[O:40])[C@:32]([CH3:46])([C:29](=[O:31])[CH2:30][C:14]([C:13]2[CH:17]=[CH:18][C:10]([O:9][CH2:1][CH2:2][CH2:3][CH2:4][CH2:5][CH2:6][CH2:7][CH3:8])=[C:11]([C:19]([F:22])([F:21])[F:20])[CH:12]=2)=[O:16])[CH2:36][O:35]1. The catalyst class is: 1. (7) The catalyst class is: 66. Reactant: [Cl:1][C:2]1[C:7]([N+:8]([O-:10])=[O:9])=[C:6](Cl)[CH:5]=[C:4]([CH3:12])[N:3]=1.CN(C)C=O.[CH3:18][CH:19]([CH3:22])[CH2:20][NH2:21]. Product: [Cl:1][C:2]1[C:7]([N+:8]([O-:10])=[O:9])=[C:6]([NH:21][CH2:20][CH:19]([CH3:22])[CH3:18])[CH:5]=[C:4]([CH3:12])[N:3]=1. (8) Product: [CH3:1][C:2]1[N:3]=[C:4]2[C:13]3[CH2:12][CH:11]([C:14]4[CH:19]=[CH:18][CH:17]=[CH:16][CH:15]=4)[CH2:10][CH2:9][C:8]=3[C:7]([C:20]([N:47]3[CH2:52][CH2:51][O:50][CH2:49][CH2:48]3)=[O:21])=[CH:6][N:5]2[C:23]=1[CH3:24]. Reactant: [CH3:1][C:2]1[N:3]=[C:4]2[C:13]3[CH2:12][CH:11]([C:14]4[CH:19]=[CH:18][CH:17]=[CH:16][CH:15]=4)[CH2:10][CH2:9][C:8]=3[C:7]([C:20](O)=[O:21])=[CH:6][N:5]2[C:23]=1[CH3:24].CN(C(ON1N=NC2C=CC=CC1=2)=[N+](C)C)C.[B-](F)(F)(F)F.[NH:47]1[CH2:52][CH2:51][O:50][CH2:49][CH2:48]1.[Cl-].[NH4+]. The catalyst class is: 4.